From a dataset of Forward reaction prediction with 1.9M reactions from USPTO patents (1976-2016). Predict the product of the given reaction. (1) Given the reactants C(OC([N:8]1[CH2:13][CH2:12][C@H:11]([NH:14][C:15]2[CH:20]=[CH:19][CH:18]=[C:17]([NH:21][C:22](=[O:31])[C:23]3[CH:28]=[CH:27][C:26]([F:29])=[CH:25][C:24]=3[Cl:30])[CH:16]=2)[CH2:10][C@@H:9]1[CH3:32])=O)(C)(C)C.C1(C)C=CC(S(Cl)(=O)=O)=CC=1.[Cl-].[NH4+], predict the reaction product. The product is: [ClH:30].[Cl:30][C:24]1[CH:25]=[C:26]([F:29])[CH:27]=[CH:28][C:23]=1[C:22]([NH:21][C:17]1[CH:18]=[CH:19][CH:20]=[C:15]([NH:14][C@H:11]2[CH2:12][CH2:13][NH:8][C@@H:9]([CH3:32])[CH2:10]2)[CH:16]=1)=[O:31]. (2) Given the reactants [CH3:1][O:2][C:3]1[CH:4]=[C:5]([C:9]2[C:10]3[O:17][C:16]([CH:18]=O)=[CH:15][C:11]=3[CH:12]=[N:13][CH:14]=2)[CH:6]=[CH:7][CH:8]=1.[NH:20]1[CH2:26][C:24](=[O:25])[NH:23][C:21]1=S.C([O-])(=[O:29])C.[Na+], predict the reaction product. The product is: [CH3:1][O:2][C:3]1[CH:4]=[C:5]([C:9]2[C:10]3[O:17][C:16](/[CH:18]=[C:26]4/[C:24](=[O:25])[NH:23][C:21](=[O:29])[NH:20]/4)=[CH:15][C:11]=3[CH:12]=[N:13][CH:14]=2)[CH:6]=[CH:7][CH:8]=1. (3) Given the reactants [CH3:1][O:2][C:3](=[O:21])[CH:4]=[CH:5][CH:6]([NH:13][C:14]([O:16][C:17]([CH3:20])([CH3:19])[CH3:18])=[O:15])[CH:7]1[CH2:12][CH2:11][CH2:10][CH2:9][CH2:8]1, predict the reaction product. The product is: [CH3:1][O:2][C:3](=[O:21])[CH2:4][CH2:5][CH:6]([NH:13][C:14]([O:16][C:17]([CH3:19])([CH3:18])[CH3:20])=[O:15])[CH:7]1[CH2:8][CH2:9][CH2:10][CH2:11][CH2:12]1. (4) Given the reactants [F:1][C:2]1[CH:7]=[CH:6][C:5]([C@@H:8]([CH:24]2[CH2:29][CH2:28][O:27][CH2:26][CH2:25]2)[CH2:9][C:10]([N:12]2[C@@H:16]([C:17]3[CH:22]=[CH:21][CH:20]=[CH:19][CH:18]=3)[CH2:15][O:14][C:13]2=[O:23])=[O:11])=[CH:4][CH:3]=1.C[Si]([N-][Si](C)(C)C)(C)C.[Na+].CC(C1C=C(C(C)C)C(S([N:55]=[N+:56]=[N-:57])(=O)=O)=C(C(C)C)C=1)C.C(O)(=O)C, predict the reaction product. The product is: [N:55]([C@@H:9]([C@@H:8]([C:5]1[CH:6]=[CH:7][C:2]([F:1])=[CH:3][CH:4]=1)[CH:24]1[CH2:29][CH2:28][O:27][CH2:26][CH2:25]1)[C:10]([N:12]1[C@@H:16]([C:17]2[CH:22]=[CH:21][CH:20]=[CH:19][CH:18]=2)[CH2:15][O:14][C:13]1=[O:23])=[O:11])=[N+:56]=[N-:57].